Dataset: Catalyst prediction with 721,799 reactions and 888 catalyst types from USPTO. Task: Predict which catalyst facilitates the given reaction. (1) Reactant: [NH2:1][CH2:2][C:3]([C:6]1[CH:11]=[CH:10][C:9]([NH:12][C:13](=[O:24])[C:14]2[CH:19]=[CH:18][C:17]([O:20][CH3:21])=[C:16]([O:22][CH3:23])[CH:15]=2)=[CH:8][C:7]=1[CH3:25])([CH3:5])[CH3:4].[NH:26]1[C:34]2[C:29](=[CH:30][CH:31]=[CH:32][CH:33]=2)[C:28]([C:35](O)=[O:36])=[N:27]1.C1C=CC2N(O)N=NC=2C=1.C(Cl)CCl. Product: [CH3:23][O:22][C:16]1[CH:15]=[C:14]([CH:19]=[CH:18][C:17]=1[O:20][CH3:21])[C:13]([NH:12][C:9]1[CH:10]=[CH:11][C:6]([C:3]([CH3:5])([CH3:4])[CH2:2][NH:1][C:35]([C:28]2[C:29]3[C:34](=[CH:33][CH:32]=[CH:31][CH:30]=3)[NH:26][N:27]=2)=[O:36])=[C:7]([CH3:25])[CH:8]=1)=[O:24]. The catalyst class is: 2. (2) Product: [C:1]([O:5][C:6]([N:8]1[CH2:13][CH2:12][CH:11]([CH2:14][CH2:15][CH2:16][CH2:17][C:18]2[CH:19]=[CH:20][C:21]([C:24]([OH:26])=[O:25])=[CH:22][CH:23]=2)[CH2:10][CH2:9]1)=[O:7])([CH3:4])([CH3:2])[CH3:3]. The catalyst class is: 20. Reactant: [C:1]([O:5][C:6]([N:8]1[CH2:13][CH2:12][CH:11]([CH2:14][CH2:15][CH2:16][CH2:17][C:18]2[CH:23]=[CH:22][C:21]([C:24]([O:26]C)=[O:25])=[CH:20][CH:19]=2)[CH2:10][CH2:9]1)=[O:7])([CH3:4])([CH3:3])[CH3:2].[OH-].[Na+].CO. (3) Reactant: [CH:1]1([O:7][C:8]2[CH:13]=[CH:12][C:11]([F:14])=[CH:10][C:9]=2[C:15]2[N:16](COCC[Si](C)(C)C)[C:17]([CH3:30])=[C:18]3[C:23]=2[CH:22]=[C:21]([C:24]([O:26][CH2:27][CH3:28])=[O:25])[NH:20][C:19]3=[O:29])[CH2:6][CH2:5][CH2:4][CH2:3][CH2:2]1.C(O)(C(F)(F)F)=O.C([O-])(=O)C.[K+]. Product: [CH:1]1([O:7][C:8]2[CH:13]=[CH:12][C:11]([F:14])=[CH:10][C:9]=2[C:15]2[NH:16][C:17]([CH3:30])=[C:18]3[C:23]=2[CH:22]=[C:21]([C:24]([O:26][CH2:27][CH3:28])=[O:25])[NH:20][C:19]3=[O:29])[CH2:2][CH2:3][CH2:4][CH2:5][CH2:6]1. The catalyst class is: 4. (4) Reactant: [CH3:1][O:2][C:3]1[N:4]=[C:5]2[C:10](=[CH:11][CH:12]=1)[N:9]=[CH:8][CH:7]=[C:6]2[NH:13][C:14]([N:16]1[CH2:21][CH2:20][NH:19][CH2:18][CH2:17]1)=[O:15].Cl[CH2:23][C:24]([C:26]1[CH:27]=[CH:28][C:29]2[O:34][CH2:33][C:32](=[O:35])[NH:31][C:30]=2[CH:36]=1)=[O:25].C(N(C(C)C)CC)(C)C. Product: [CH3:1][O:2][C:3]1[N:4]=[C:5]2[C:10](=[CH:11][CH:12]=1)[N:9]=[CH:8][CH:7]=[C:6]2[NH:13][C:14]([N:16]1[CH2:21][CH2:20][N:19]([CH2:23][C:24](=[O:25])[C:26]2[CH:27]=[CH:28][C:29]3[O:34][CH2:33][C:32](=[O:35])[NH:31][C:30]=3[CH:36]=2)[CH2:18][CH2:17]1)=[O:15]. The catalyst class is: 1. (5) Reactant: C([N:8]1[CH2:12][CH2:11][C@@H:10]([NH:13][C:14](=[O:29])[C:15]2[CH:20]=[C:19]([C:21]([F:24])([F:23])[F:22])[CH:18]=[C:17]([C:25]([F:28])([F:27])[F:26])[CH:16]=2)[CH2:9]1)C1C=CC=CC=1.[H][H]. Product: [NH:8]1[CH2:12][CH2:11][C@@H:10]([NH:13][C:14](=[O:29])[C:15]2[CH:20]=[C:19]([C:21]([F:24])([F:23])[F:22])[CH:18]=[C:17]([C:25]([F:26])([F:27])[F:28])[CH:16]=2)[CH2:9]1. The catalyst class is: 43.